From a dataset of NCI-60 drug combinations with 297,098 pairs across 59 cell lines. Regression. Given two drug SMILES strings and cell line genomic features, predict the synergy score measuring deviation from expected non-interaction effect. (1) Drug 1: CCC1(CC2CC(C3=C(CCN(C2)C1)C4=CC=CC=C4N3)(C5=C(C=C6C(=C5)C78CCN9C7C(C=CC9)(C(C(C8N6C=O)(C(=O)OC)O)OC(=O)C)CC)OC)C(=O)OC)O.OS(=O)(=O)O. Drug 2: C1CN1C2=NC(=NC(=N2)N3CC3)N4CC4. Cell line: SR. Synergy scores: CSS=56.2, Synergy_ZIP=-2.04, Synergy_Bliss=-2.25, Synergy_Loewe=-6.67, Synergy_HSA=-0.0146. (2) Drug 1: CCCCC(=O)OCC(=O)C1(CC(C2=C(C1)C(=C3C(=C2O)C(=O)C4=C(C3=O)C=CC=C4OC)O)OC5CC(C(C(O5)C)O)NC(=O)C(F)(F)F)O. Drug 2: CC1C(C(CC(O1)OC2CC(CC3=C2C(=C4C(=C3O)C(=O)C5=C(C4=O)C(=CC=C5)OC)O)(C(=O)CO)O)N)O.Cl. Cell line: HS 578T. Synergy scores: CSS=40.0, Synergy_ZIP=0.217, Synergy_Bliss=-0.0912, Synergy_Loewe=-2.28, Synergy_HSA=0.680.